Dataset: Reaction yield outcomes from USPTO patents with 853,638 reactions. Task: Predict the reaction yield, written as a fraction of the theoretical maximum amount of product (1.0 means a 100% yield; for example, 0.34 means a 34% yield). (1) The reactants are [OH:1][C:2]([C:5]1[O:6][CH:7]=[C:8]([C:10]([OH:12])=O)[N:9]=1)([CH3:4])[CH3:3].[NH2:13][C@@H:14]([CH3:31])[CH2:15][N:16]1[CH:20]=[CH:19][C:18]([C:21]2[CH:28]=[C:27]([F:29])[C:24]([C:25]#[N:26])=[C:23]([Cl:30])[CH:22]=2)=[N:17]1. No catalyst specified. The product is [Cl:30][C:23]1[CH:22]=[C:21]([C:18]2[CH:19]=[CH:20][N:16]([CH2:15][C@@H:14]([NH:13][C:10]([C:8]3[N:9]=[C:5]([C:2]([OH:1])([CH3:3])[CH3:4])[O:6][CH:7]=3)=[O:12])[CH3:31])[N:17]=2)[CH:28]=[C:27]([F:29])[C:24]=1[C:25]#[N:26]. The yield is 0.790. (2) The reactants are IC1N2C(SC([NH:10][C:11]3[CH:16]=[CH:15][C:14]([O:17][CH3:18])=[CH:13][CH:12]=3)=N2)=NC=1.CN(C1C=C(B(O)O)C=CC=1)C.C(=O)([O-])[O-].[Cs+].[Cs+].O. The catalyst is O1CCOCC1.C1C=CC([P]([Pd]([P](C2C=CC=CC=2)(C2C=CC=CC=2)C2C=CC=CC=2)([P](C2C=CC=CC=2)(C2C=CC=CC=2)C2C=CC=CC=2)[P](C2C=CC=CC=2)(C2C=CC=CC=2)C2C=CC=CC=2)(C2C=CC=CC=2)C2C=CC=CC=2)=CC=1. The product is [CH3:18][O:17][C:14]1[CH:15]=[CH:16][C:11]([NH2:10])=[CH:12][CH:13]=1. The yield is 0.0700. (3) The reactants are C([O:4][C:5]1[CH:12]=[C:11]([CH3:13])[C:8]([CH:9]=[O:10])=[C:7]([CH3:14])[CH:6]=1)C=C.C1(P(C2C=CC=CC=2)C2C=CC=CC=2)C=CC=CC=1.C(O)=O. The catalyst is C(OCC)(=O)C.CC(O)=O.CC(O)=O.[Pd]. The product is [CH3:13][C:11]1[CH:12]=[C:5]([OH:4])[CH:6]=[C:7]([CH3:14])[C:8]=1[CH:9]=[O:10]. The yield is 0.510.